This data is from Full USPTO retrosynthesis dataset with 1.9M reactions from patents (1976-2016). The task is: Predict the reactants needed to synthesize the given product. (1) Given the product [CH2:7]([N:14]1[CH2:15][CH:16]2[CH:17]([CH2:19][N:20]([CH3:23])[CH2:21]2)[CH2:18]1)[C:8]1[CH:13]=[CH:12][CH:11]=[CH:10][CH:9]=1, predict the reactants needed to synthesize it. The reactants are: [H-].[H-].[H-].[H-].[Li+].[Al+3].[CH2:7]([N:14]1[CH2:18][CH:17]2[C:19](=O)[N:20]([CH3:23])[C:21](=O)[CH:16]2[CH2:15]1)[C:8]1[CH:13]=[CH:12][CH:11]=[CH:10][CH:9]=1. (2) Given the product [CH3:1][C:2]1[CH:3]=[C:4]([NH:9][C:10]2[CH:11]=[CH:12][C:13]3[N:14]([C:16]([C:19]([OH:21])=[O:20])=[CH:17][N:18]=3)[N:15]=2)[CH:5]=[C:6]([CH3:8])[CH:7]=1, predict the reactants needed to synthesize it. The reactants are: [CH3:1][C:2]1[CH:3]=[C:4]([NH:9][C:10]2[CH:11]=[CH:12][C:13]3[N:14]([C:16]([C:19]([O:21]CC)=[O:20])=[CH:17][N:18]=3)[N:15]=2)[CH:5]=[C:6]([CH3:8])[CH:7]=1.[Li+].[OH-].[OH-].[Na+]. (3) Given the product [C:12]([OH:32])(=[O:31])[CH2:13][CH2:14][CH2:15][CH2:16][CH2:17][CH2:18][CH2:19]/[CH:20]=[CH:21]\[CH2:22][C@@H:23]([CH2:25][CH2:26][CH2:27][CH2:28][CH2:29][CH3:30])[OH:24].[OH:4][CH2:5][CH:6]([CH2:7][OH:8])[OH:9].[OH:4][CH2:5][CH:6]([CH2:7][OH:8])[OH:9].[C:12]([OH:32])(=[O:31])[CH2:13][CH2:14][CH2:15][CH2:16][CH2:17][CH2:18][CH2:19]/[CH:20]=[CH:21]\[CH2:22][C@@H:23]([CH2:25][CH2:26][CH2:27][CH2:28][CH2:29][CH3:30])[OH:24].[C:12]([OH:32])(=[O:31])[CH2:13][CH2:14][CH2:15][CH2:16][CH2:17][CH2:18][CH2:19]/[CH:20]=[CH:21]\[CH2:22][C@@H:23]([CH2:25][CH2:26][CH2:27][CH2:28][CH2:29][CH3:30])[OH:24].[OH:4][CH2:5][CH:6]([CH2:7][OH:8])[OH:9].[OH:4][CH2:5][CH:6]([CH2:7][OH:8])[OH:9], predict the reactants needed to synthesize it. The reactants are: C(O)C(O)C[O:4][CH2:5][CH:6]([OH:9])[CH2:7][OH:8].[C:12]([OH:32])(=[O:31])[CH2:13][CH2:14][CH2:15][CH2:16][CH2:17][CH2:18][CH2:19]/[CH:20]=[CH:21]\[CH2:22][C@@H:23]([CH2:25][CH2:26][CH2:27][CH2:28][CH2:29][CH3:30])[OH:24]. (4) Given the product [Cl:9][C:6]1[C:7]([N:32]2[CH2:33][CH2:34][CH:29]([C:23]3[CH:24]=[CH:25][CH:26]=[C:27]([Cl:28])[C:22]=3[Cl:21])[CH2:30][CH2:31]2)=[CH:2][N:3]=[N:4][C:5]=1[NH:41][NH2:42], predict the reactants needed to synthesize it. The reactants are: Cl[C:2]1[N:3]=[N:4][CH:5]=[C:6]([Cl:9])[C:7]=1Cl.CC1C=CC(S(O)(=O)=O)=CC=1.[Cl:21][C:22]1[C:27]([Cl:28])=[CH:26][CH:25]=[CH:24][C:23]=1[CH:29]1[CH2:34][CH2:33][NH:32][CH2:31][CH2:30]1.C(=O)([O-])[O-].[K+].[K+].[NH2:41][NH2:42]. (5) Given the product [NH2:14][C:9]1[N:8]=[C:7]([C:15]2[CH:20]=[CH:19][C:18]([Cl:21])=[C:17]([O:22][CH3:23])[C:16]=2[F:24])[N:6]=[C:5]([C:3]([OH:2])=[O:4])[C:10]=1[CH:11]([O:25][CH3:28])[CH3:12], predict the reactants needed to synthesize it. The reactants are: C[O:2][C:3]([C:5]1[C:10]([CH:11](F)[CH3:12])=[C:9]([NH2:14])[N:8]=[C:7]([C:15]2[CH:20]=[CH:19][C:18]([Cl:21])=[C:17]([O:22][CH3:23])[C:16]=2[F:24])[N:6]=1)=[O:4].[OH-:25].[Na+].Cl.[CH3:28]O.